From a dataset of Reaction yield outcomes from USPTO patents with 853,638 reactions. Predict the reaction yield, written as a fraction of the theoretical maximum amount of product (1.0 means a 100% yield; for example, 0.34 means a 34% yield). (1) The catalyst is C1COCC1. The yield is 0.940. The reactants are [S:1]1[C:5]2[CH:6]=[CH:7][CH:8]=[CH:9][C:4]=2[N:3]=[C:2]1[N:10]1[C:14](=[O:15])[CH:13]=[C:12]([C:16]2[CH:21]=[CH:20][CH:19]=[C:18]([Cl:22])[CH:17]=2)[NH:11]1.CO[CH:25](OC)[N:26]([CH3:28])[CH3:27]. The product is [S:1]1[C:5]2[CH:6]=[CH:7][CH:8]=[CH:9][C:4]=2[N:3]=[C:2]1[N:10]1[C:14](=[O:15])[C:13](=[CH:25][N:26]([CH3:28])[CH3:27])[C:12]([C:16]2[CH:21]=[CH:20][CH:19]=[C:18]([Cl:22])[CH:17]=2)=[N:11]1. (2) The reactants are CN(C)CCN(C)C.[Li]C(CC)C.C1CCCCC1.C(N(CC)[C:23](=[O:39])[C:24]1[CH:29]=[CH:28][C:27]([O:30][CH2:31][CH2:32][N:33]2[CH2:38][CH2:37][O:36][CH2:35][CH2:34]2)=[CH:26][CH:25]=1)C.[CH:42](=[O:46])[CH:43]([CH3:45])[CH3:44].Cl.C([O-])(O)=O.[Na+]. The catalyst is C1COCC1. The product is [CH:43]([CH:42]1[C:25]2[C:24](=[CH:29][CH:28]=[C:27]([O:30][CH2:31][CH2:32][N:33]3[CH2:34][CH2:35][O:36][CH2:37][CH2:38]3)[CH:26]=2)[C:23](=[O:39])[O:46]1)([CH3:45])[CH3:44]. The yield is 0.550. (3) The reactants are [NH2:1][C:2]1[C:7]([NH2:8])=[CH:6][C:5]([Br:9])=[CH:4][N:3]=1.[CH:10](O)=O. No catalyst specified. The product is [Br:9][C:5]1[CH:6]=[C:7]2[NH:8][CH:10]=[N:1][C:2]2=[N:3][CH:4]=1. The yield is 0.950. (4) The reactants are [CH3:1][O:2][CH2:3][CH:4]([CH3:37])[O:5][C:6]1[CH:7]=[C:8]([O:26][C:27]2[CH:28]=[N:29][C:30]([S:33]([CH3:36])(=[O:35])=[O:34])=[CH:31][CH:32]=2)[CH:9]=[C:10]2[C:14]=1[NH:13][C:12]([C:15]1[S:16][CH:17]([CH2:20][C:21]([O:23]CC)=[O:22])[CH2:18][N:19]=1)=[CH:11]2.O1CCCC1.[OH-].[Na+].Cl. The catalyst is O.C(O)C. The product is [CH3:1][O:2][CH2:3][CH:4]([CH3:37])[O:5][C:6]1[CH:7]=[C:8]([O:26][C:27]2[CH:28]=[N:29][C:30]([S:33]([CH3:36])(=[O:34])=[O:35])=[CH:31][CH:32]=2)[CH:9]=[C:10]2[C:14]=1[NH:13][C:12]([C:15]1[S:16][CH:17]([CH2:20][C:21]([OH:23])=[O:22])[CH2:18][N:19]=1)=[CH:11]2. The yield is 0.930.